This data is from Retrosynthesis with 50K atom-mapped reactions and 10 reaction types from USPTO. The task is: Predict the reactants needed to synthesize the given product. (1) Given the product O=C(O)c1cnc(N2CCN(C(=O)Cc3ccccc3)CC2)s1, predict the reactants needed to synthesize it. The reactants are: COC(=O)c1cnc(N2CCN(C(=O)Cc3ccccc3)CC2)s1. (2) The reactants are: CN(C)CCn1cc(OC(c2ccccc2)c2ccccc2)c(=O)cc1CO. Given the product CN(C)CCn1cc(OC(c2ccccc2)c2ccccc2)c(=O)cc1C=O, predict the reactants needed to synthesize it. (3) Given the product O=C(c1cc([C@H]2CCCN2c2cccc(F)c2)c2oc(N3CCOCC3)cc(=O)c2c1)N1CCOCC1, predict the reactants needed to synthesize it. The reactants are: C1COCCN1.O=C(O)c1cc([C@H]2CCCN2c2cccc(F)c2)c2oc(N3CCOCC3)cc(=O)c2c1. (4) Given the product COc1ccc(F)cc1C(C)(C)C[C@@](O)(CO)C(F)(F)F, predict the reactants needed to synthesize it. The reactants are: COc1ccc(F)cc1C(C)(C)C[C@@](O)(C(=O)O)C(F)(F)F.